Dataset: Reaction yield outcomes from USPTO patents with 853,638 reactions. Task: Predict the reaction yield, written as a fraction of the theoretical maximum amount of product (1.0 means a 100% yield; for example, 0.34 means a 34% yield). (1) The reactants are [OH:1][C@H:2]1[CH2:6][CH2:5][N:4]([C:7]([O:9][C:10]([CH3:13])([CH3:12])[CH3:11])=[O:8])[CH2:3]1.C(N(C(C)C)C(C)C)C.[CH3:23][S:24](Cl)(=[O:26])=[O:25]. The catalyst is ClCCl. The product is [CH3:23][S:24]([O:1][C@H:2]1[CH2:6][CH2:5][N:4]([C:7]([O:9][C:10]([CH3:13])([CH3:12])[CH3:11])=[O:8])[CH2:3]1)(=[O:26])=[O:25]. The yield is 0.790. (2) The reactants are [NH2:1][C:2]1[C:11]2[C:6](=[CH:7][CH:8]=[CH:9][C:10]=2[O:12][C:13]2[CH:18]=[CH:17][C:16]([O:19][CH3:20])=[CH:15][CH:14]=2)[N:5]=[CH:4][N:3]=1.[C:21]1([N:27]=[C:28]=[O:29])[CH:26]=[CH:25][CH:24]=[CH:23][CH:22]=1. The catalyst is ClCCl. The product is [CH3:20][O:19][C:16]1[CH:17]=[CH:18][C:13]([O:12][C:10]2[CH:9]=[CH:8][CH:7]=[C:6]3[C:11]=2[C:2]([NH:1][C:28]([NH:27][C:21]2[CH:26]=[CH:25][CH:24]=[CH:23][CH:22]=2)=[O:29])=[N:3][CH:4]=[N:5]3)=[CH:14][CH:15]=1. The yield is 0.643. (3) The reactants are [CH2:1]([CH:3]([C:7](Cl)=[O:8])[C:4](Cl)=[O:5])[CH3:2].[CH2:10]([N:12](CC)CC)[CH3:11].[O-][CH2:18]C.[Na+].[Na+].[NH2:22][CH2:23][C:24]([O-:26])=[O:25].N12C[CH2:36][CH2:35][N:34]=[C:33]1[CH2:32][CH2:31][CH2:30][CH2:29][CH2:28]2.Cl.[OH2:39]. The catalyst is C(Cl)Cl. The product is [OH:39][C:1]1[C:2]2[C:35](=[CH:36][N:12]=[CH:10][CH:11]=2)[N:34]([CH2:33][C:32]2[CH:18]=[CH:28][CH:29]=[CH:30][CH:31]=2)[C:4](=[O:5])[C:3]=1[C:7]([NH:22][CH2:23][C:24]([OH:26])=[O:25])=[O:8]. The yield is 0.320.